From a dataset of Peptide-MHC class I binding affinity with 185,985 pairs from IEDB/IMGT. Regression. Given a peptide amino acid sequence and an MHC pseudo amino acid sequence, predict their binding affinity value. This is MHC class I binding data. (1) The peptide sequence is QTDNDIWFW. The MHC is HLA-A69:01 with pseudo-sequence HLA-A69:01. The binding affinity (normalized) is 0.0847. (2) The binding affinity (normalized) is 0.0847. The peptide sequence is ALRSRWRAL. The MHC is HLA-A31:01 with pseudo-sequence HLA-A31:01. (3) The peptide sequence is TLGMCCIITA. The MHC is HLA-A02:17 with pseudo-sequence HLA-A02:17. The binding affinity (normalized) is 0.100. (4) The peptide sequence is AYDHGNVIL. The MHC is HLA-B27:05 with pseudo-sequence HLA-B27:05. The binding affinity (normalized) is 0.0847. (5) The peptide sequence is MMMGMFNML. The MHC is HLA-A01:01 with pseudo-sequence HLA-A01:01. The binding affinity (normalized) is 0.0847. (6) The peptide sequence is SQSDTVFDH. The MHC is HLA-A26:01 with pseudo-sequence HLA-A26:01. The binding affinity (normalized) is 0.